From a dataset of KCNQ2 potassium channel screen with 302,405 compounds. Binary Classification. Given a drug SMILES string, predict its activity (active/inactive) in a high-throughput screening assay against a specified biological target. (1) The molecule is s1c(c(nc1N)C(OCC)=O)C(OCC)=O. The result is 0 (inactive). (2) The molecule is S(CC(=O)NCc1ccccc1)c1oc(nn1)CNC(=O)c1ccc(F)cc1. The result is 0 (inactive). (3) The drug is O(c1ccc(c2n(nnc2C(=O)N\N=C(\c2cccnc2)C)c2nonc2N)cc1)CC. The result is 0 (inactive). (4) The compound is O=C(Nc1c(ccc(c1)C)C)C=1C(NC(=O)NC1C)c1cc(OC)c(OC)cc1. The result is 0 (inactive). (5) The compound is OC(C1C(C1)C(=O)NCCCC)C(NC(=O)C1N(CCC1)C(OC(C)(C)C)=O)CO. The result is 0 (inactive). (6) The molecule is S(=O)(=O)(Nc1ccncc1)c1ccccc1. The result is 0 (inactive).